From a dataset of Forward reaction prediction with 1.9M reactions from USPTO patents (1976-2016). Predict the product of the given reaction. Given the reactants O[C:2]1([CH2:28][CH2:29][C:30]2[CH:35]=[CH:34][CH:33]=[CH:32][CH:31]=2)[CH:10]=[C:9]2[CH2:11][NH:12][CH:13]([C:15]([NH:17][C:18]3[CH:23]=[CH:22][CH:21]=[CH:20][CH:19]=3)=[O:16])[CH2:14][N:7]3[C:8]2=[C:4]([CH:5]=[CH:6]3)[CH:3]1[C:24]([F:27])([F:26])[F:25].S(Cl)(Cl)=O, predict the reaction product. The product is: [CH2:28]([C:2]1[C:3]([C:24]([F:26])([F:27])[F:25])=[C:4]2[C:8]3=[C:9]([CH2:11][NH:12][CH:13]([C:15]([NH:17][C:18]4[CH:19]=[CH:20][CH:21]=[CH:22][CH:23]=4)=[O:16])[CH2:14][N:7]3[CH:6]=[CH:5]2)[CH:10]=1)[CH2:29][C:30]1[CH:31]=[CH:32][CH:33]=[CH:34][CH:35]=1.